Dataset: Peptide-MHC class I binding affinity with 185,985 pairs from IEDB/IMGT. Task: Regression. Given a peptide amino acid sequence and an MHC pseudo amino acid sequence, predict their binding affinity value. This is MHC class I binding data. (1) The peptide sequence is IRFPKTFGK. The MHC is Mamu-B17 with pseudo-sequence Mamu-B17. The binding affinity (normalized) is 0.143. (2) The peptide sequence is TLDDLAIKQY. The MHC is HLA-A03:01 with pseudo-sequence HLA-A03:01. The binding affinity (normalized) is 0.0922. (3) The peptide sequence is VQMLSDTLK. The MHC is HLA-A11:01 with pseudo-sequence HLA-A11:01. The binding affinity (normalized) is 0.730. (4) The binding affinity (normalized) is 0.0847. The MHC is HLA-A02:19 with pseudo-sequence HLA-A02:19. The peptide sequence is ITAVNRYFK.